Dataset: Catalyst prediction with 721,799 reactions and 888 catalyst types from USPTO. Task: Predict which catalyst facilitates the given reaction. (1) Reactant: [CH:1]([C:3]1[CH:4]=[C:5]([OH:20])[C:6]2[CH:7]=[N:8][N:9]([C:12]3[CH:17]=[CH:16][C:15]([OH:18])=[C:14]([F:19])[CH:13]=3)[C:10]=2[CH:11]=1)=[CH2:2]. The catalyst class is: 696. Product: [CH2:1]([C:3]1[CH:4]=[C:5]([OH:20])[C:6]2[CH:7]=[N:8][N:9]([C:12]3[CH:17]=[CH:16][C:15]([OH:18])=[C:14]([F:19])[CH:13]=3)[C:10]=2[CH:11]=1)[CH3:2]. (2) Reactant: [F:1][C:2]1[CH:10]=[C:9]2[C:5]([CH2:6][CH2:7][N:8]2[CH:11]2[CH2:16][CH2:15][N:14]([C:17]([NH:19][C:20]3[S:21][C:22]4[CH2:23][N:24](C(OC(C)(C)C)=O)[CH2:25][CH2:26][C:27]=4[N:28]=3)=[O:18])[CH2:13][CH2:12]2)=[CH:4][CH:3]=1.[C:36]([OH:42])([C:38]([F:41])([F:40])[F:39])=[O:37].CCOCC. Product: [F:1][C:2]1[CH:10]=[C:9]2[C:5]([CH2:6][CH2:7][N:8]2[CH:11]2[CH2:12][CH2:13][N:14]([C:17]([NH:19][C:20]3[S:21][C:22]4[CH2:23][NH:24][CH2:25][CH2:26][C:27]=4[N:28]=3)=[O:18])[CH2:15][CH2:16]2)=[CH:4][CH:3]=1.[C:36]([OH:42])([C:38]([F:41])([F:40])[F:39])=[O:37]. The catalyst class is: 2.